Dataset: Forward reaction prediction with 1.9M reactions from USPTO patents (1976-2016). Task: Predict the product of the given reaction. (1) Given the reactants [CH2:1]([N:8]1[CH2:12][CH2:11][C@@H:10](O)[CH2:9]1)[C:2]1[CH:7]=[CH:6][CH:5]=[CH:4][CH:3]=1.C1(P(C2C=CC=CC=2)C2C=CC=CC=2)C=CC=CC=1.C(Cl)(Cl)(Cl)[Cl:34], predict the reaction product. The product is: [CH2:1]([N:8]1[CH2:12][CH2:11][C@H:10]([Cl:34])[CH2:9]1)[C:2]1[CH:7]=[CH:6][CH:5]=[CH:4][CH:3]=1. (2) Given the reactants [O:1]=[C:2]([NH:7][C:8]1[CH:13]=[CH:12][CH:11]=[CH:10][CH:9]=1)[CH2:3][C:4](O)=[O:5].C1N(P(Cl)(N2C(=O)OCC2)=O)C(=O)OC1.[F:29][C:30]1[CH:31]=[C:32]([CH:34]=[CH:35][C:36]=1[O:37][C:38]1[CH:43]=[CH:42][N:41]=[C:40]2[CH:44]=[C:45]([I:47])[S:46][C:39]=12)[NH2:33].CCN(C(C)C)C(C)C, predict the reaction product. The product is: [F:29][C:30]1[CH:31]=[C:32]([NH:33][C:4](=[O:5])[CH2:3][C:2]([NH:7][C:8]2[CH:9]=[CH:10][CH:11]=[CH:12][CH:13]=2)=[O:1])[CH:34]=[CH:35][C:36]=1[O:37][C:38]1[CH:43]=[CH:42][N:41]=[C:40]2[CH:44]=[C:45]([I:47])[S:46][C:39]=12. (3) Given the reactants [CH3:1][S:2]([C:5]1[CH:13]=[CH:12][C:8]([C:9](Cl)=[O:10])=[CH:7][CH:6]=1)(=[O:4])=[O:3].[CH2:14]([NH:21][C:22]([C:24]1[S:28][C:27]([NH2:29])=[N:26][C:25]=1[CH3:30])=[O:23])[C:15]1[CH:20]=[CH:19][CH:18]=[CH:17][CH:16]=1, predict the reaction product. The product is: [CH2:14]([NH:21][C:22]([C:24]1[S:28][C:27]([NH:29][C:9](=[O:10])[C:8]2[CH:12]=[CH:13][C:5]([S:2]([CH3:1])(=[O:4])=[O:3])=[CH:6][CH:7]=2)=[N:26][C:25]=1[CH3:30])=[O:23])[C:15]1[CH:20]=[CH:19][CH:18]=[CH:17][CH:16]=1. (4) Given the reactants Cl[C:2]1[CH:3]=[C:4]([N:8]2[CH2:13][CH2:12][N:11]([C:14]([C:16]3[N:17]([C:22]4[CH:27]=[CH:26][CH:25]=[CH:24][CH:23]=4)[N:18]=[C:19]([CH3:21])[CH:20]=3)=[O:15])[CH2:10][CH2:9]2)[CH:5]=[CH:6][CH:7]=1.[O:28]1C2C=CC(N3CCNCC3)=CC=2[O:30][CH2:29]1, predict the reaction product. The product is: [O:28]1[C:7]2[CH:6]=[CH:5][C:4]([N:8]3[CH2:13][CH2:12][N:11]([C:14]([C:16]4[N:17]([C:22]5[CH:27]=[CH:26][CH:25]=[CH:24][CH:23]=5)[N:18]=[C:19]([CH3:21])[CH:20]=4)=[O:15])[CH2:10][CH2:9]3)=[CH:3][C:2]=2[O:30][CH2:29]1. (5) Given the reactants [F:1][C:2]1[CH:7]=[CH:6][C:5]([C:8]2[O:9][C:10]3[CH:20]=[CH:19][C:18]([C:21]4[CH:26]=[CH:25][CH:24]=[C:23]([C:27](=[O:38])[NH:28][C:29]([C:32]5[CH:37]=[CH:36][CH:35]=[CH:34][CH:33]=5)([CH3:31])[CH3:30])[CH:22]=4)=[C:17]([N+:39]([O-])=O)[C:11]=3[C:12]=2[C:13]([NH:15][CH3:16])=[O:14])=[CH:4][CH:3]=1, predict the reaction product. The product is: [NH2:39][C:17]1[C:11]2[C:12]([C:13]([NH:15][CH3:16])=[O:14])=[C:8]([C:5]3[CH:6]=[CH:7][C:2]([F:1])=[CH:3][CH:4]=3)[O:9][C:10]=2[CH:20]=[CH:19][C:18]=1[C:21]1[CH:26]=[CH:25][CH:24]=[C:23]([C:27](=[O:38])[NH:28][C:29]([C:32]2[CH:33]=[CH:34][CH:35]=[CH:36][CH:37]=2)([CH3:31])[CH3:30])[CH:22]=1. (6) Given the reactants Cl[C:2]1[CH:7]=[C:6]([O:8][CH2:9][C:10]#[C:11][CH3:12])[N:5]=[CH:4][N:3]=1.C(=O)([O-])[O-].[K+].[K+].[C:19]1([OH:25])[CH:24]=[CH:23][CH:22]=[CH:21][CH:20]=1.[Cl-].[NH4+], predict the reaction product. The product is: [CH2:9]([O:8][C:6]1[CH:7]=[C:2]([O:25][C:19]2[CH:24]=[CH:23][CH:22]=[CH:21][CH:20]=2)[N:3]=[CH:4][N:5]=1)[C:10]#[C:11][CH3:12]. (7) Given the reactants [CH3:1][C:2]1[C:3]([CH2:21][CH2:22][C:23]2[CH:28]=[CH:27][CH:26]=[CH:25][C:24]=2[C:29]2([C:32]([NH2:34])=[O:33])[CH2:31][CH2:30]2)=[N:4][C:5]([NH:8][C:9]2[CH:10]=[N:11][C:12]([CH:15]3[CH2:20][CH2:19][NH:18][CH2:17][CH2:16]3)=[CH:13][CH:14]=2)=[N:6][CH:7]=1.C=O.[C:37](O[BH-](OC(=O)C)OC(=O)C)(=O)C.[Na+].C1CCCCC1, predict the reaction product. The product is: [CH3:1][C:2]1[C:3]([CH2:21][CH2:22][C:23]2[CH:28]=[CH:27][CH:26]=[CH:25][C:24]=2[C:29]2([C:32]([NH2:34])=[O:33])[CH2:31][CH2:30]2)=[N:4][C:5]([NH:8][C:9]2[CH:10]=[N:11][C:12]([CH:15]3[CH2:20][CH2:19][N:18]([CH3:37])[CH2:17][CH2:16]3)=[CH:13][CH:14]=2)=[N:6][CH:7]=1. (8) Given the reactants [Cl:1][C:2]1[N:10]=[C:9]([CH3:11])[CH:8]=[CH:7][C:3]=1[C:4]([OH:6])=[O:5].S(Cl)(Cl)=O.[CH3:16][CH2:17]O, predict the reaction product. The product is: [CH2:16]([O:5][C:4](=[O:6])[C:3]1[CH:7]=[CH:8][C:9]([CH3:11])=[N:10][C:2]=1[Cl:1])[CH3:17].